This data is from Catalyst prediction with 721,799 reactions and 888 catalyst types from USPTO. The task is: Predict which catalyst facilitates the given reaction. (1) Product: [CH2:10]([O:17][C:18]([N:20]1[CH2:24][C@H:23]([F:7])[CH2:22][C@@H:21]1[CH2:26][C:27]1[C:28]([CH3:34])=[N:29][N:30]([CH3:33])[C:31]=1[CH3:32])=[O:19])[C:11]1[CH:16]=[CH:15][CH:14]=[CH:13][CH:12]=1. The catalyst class is: 2. Reactant: C(N(S(F)(F)[F:7])CC)C.[CH2:10]([O:17][C:18]([N:20]1[CH2:24][C@@H:23](O)[CH2:22][C@@H:21]1[CH2:26][C:27]1[C:28]([CH3:34])=[N:29][N:30]([CH3:33])[C:31]=1[CH3:32])=[O:19])[C:11]1[CH:16]=[CH:15][CH:14]=[CH:13][CH:12]=1. (2) Reactant: [C:1]([C:5]1[CH:6]=[C:7]([CH:9]=[CH:10][CH:11]=1)[NH2:8])([CH3:4])([CH3:3])[CH3:2].[CH2:12]([O:14][C:15]([CH:17]1[CH2:22][CH2:21][N:20]([C:23]2[CH:28]=[CH:27][C:26]([C:29](O)=[O:30])=[CH:25][CH:24]=2)[CH2:19][CH2:18]1)=[O:16])[CH3:13].CCN=C=NCCCN(C)C. Product: [CH2:12]([O:14][C:15]([CH:17]1[CH2:18][CH2:19][N:20]([C:23]2[CH:24]=[CH:25][C:26]([C:29](=[O:30])[NH:8][C:7]3[CH:9]=[CH:10][CH:11]=[C:5]([C:1]([CH3:4])([CH3:2])[CH3:3])[CH:6]=3)=[CH:27][CH:28]=2)[CH2:21][CH2:22]1)=[O:16])[CH3:13]. The catalyst class is: 2. (3) Product: [C:30]([C:33]1[CH:38]=[CH:37][C:36]([C:2]2[C:3]3[N:4]([C:15](=[O:29])[N:16]([CH2:18][C:19]4[CH:20]=[N:21][C:22]([C:25]([F:26])([F:27])[F:28])=[CH:23][CH:24]=4)[N:17]=3)[CH:5]=[CH:6][C:7]=2[C:8]2[CH:13]=[CH:12][C:11]([Cl:14])=[CH:10][CH:9]=2)=[CH:35][CH:34]=1)(=[O:32])[CH3:31]. Reactant: Br[C:2]1[C:3]2[N:4]([C:15](=[O:29])[N:16]([CH2:18][C:19]3[CH:20]=[N:21][C:22]([C:25]([F:28])([F:27])[F:26])=[CH:23][CH:24]=3)[N:17]=2)[CH:5]=[CH:6][C:7]=1[C:8]1[CH:13]=[CH:12][C:11]([Cl:14])=[CH:10][CH:9]=1.[C:30]([C:33]1[CH:38]=[CH:37][C:36](B(O)O)=[CH:35][CH:34]=1)(=[O:32])[CH3:31].C(Cl)Cl.[O-]P([O-])([O-])=O.[K+].[K+].[K+]. The catalyst class is: 450.